Dataset: Full USPTO retrosynthesis dataset with 1.9M reactions from patents (1976-2016). Task: Predict the reactants needed to synthesize the given product. Given the product [Cl:1][C:2]1[C:3]([CH3:32])=[CH:4][C:5]2[N:9]=[C:8]([N:10]3[CH2:11][CH2:12][CH:13]([C:16]([NH:52][C@@H:49]4[CH2:50][CH2:51][O:47][CH2:48]4)=[O:17])[CH2:14][CH2:15]3)[N:7]([C:21]3[CH:26]=[CH:25][CH:24]=[C:23]([C:27]([F:29])([F:28])[F:30])[N:22]=3)[C:6]=2[CH:31]=1, predict the reactants needed to synthesize it. The reactants are: [Cl:1][C:2]1[C:3]([CH3:32])=[CH:4][C:5]2[N:9]=[C:8]([N:10]3[CH2:15][CH2:14][CH:13]([C:16](OCC)=[O:17])[CH2:12][CH2:11]3)[N:7]([C:21]3[CH:26]=[CH:25][CH:24]=[C:23]([C:27]([F:30])([F:29])[F:28])[N:22]=3)[C:6]=2[CH:31]=1.[OH-].[Na+].Cl.CC1C=CC(S(O)(=O)=O)=CC=1.[O:47]1[CH2:51][CH2:50][C@@H:49]([NH2:52])[CH2:48]1.C(N(CC)C(C)C)(C)C.F[P-](F)(F)(F)(F)F.N1(OC(N(C)C)=[N+](C)C)C2N=CC=CC=2N=N1.